This data is from Reaction yield outcomes from USPTO patents with 853,638 reactions. The task is: Predict the reaction yield, written as a fraction of the theoretical maximum amount of product (1.0 means a 100% yield; for example, 0.34 means a 34% yield). (1) The reactants are [NH:1]([C:21]([O:23][C:24]([CH3:27])([CH3:26])[CH3:25])=[O:22])[C@H:2]([C:18]([OH:20])=[O:19])[CH2:3][CH2:4][CH2:5][CH2:6][NH:7][C:8]([O:10][CH2:11][C:12]1[CH:17]=[CH:16][CH:15]=[CH:14][CH:13]=1)=[O:9].[C:28]([O-])([O-])=O.[Cs+].[Cs+].CI. The catalyst is CN(C=O)C. The product is [CH2:11]([O:10][C:8]([NH:7][CH2:6][CH2:5][CH2:4][CH2:3][C@H:2]([NH:1][C:21]([O:23][C:24]([CH3:27])([CH3:26])[CH3:25])=[O:22])[C:18]([O:20][CH3:28])=[O:19])=[O:9])[C:12]1[CH:17]=[CH:16][CH:15]=[CH:14][CH:13]=1. The yield is 0.970. (2) The reactants are C([O:8][C:9]1[CH:30]=[C:29]([O:31]CC2C=CC=CC=2)[C:28]([CH:39]([CH3:41])[CH3:40])=[CH:27][C:10]=1[C:11]([NH:13][C:14]1[CH:19]=CC(OC)=[C:16]([N:22]([CH3:26])[CH2:23][CH2:24][CH3:25])[CH:15]=1)=O)C1C=CC=CC=1.COC1C=CC(P2(SP(C3C=CC([O:62][CH3:63])=CC=3)(=S)S2)=S)=CC=1.[NH2:64][NH2:65].C1N=CN(C(N2C=NC=C2)=O)C=1.O1[CH2:83][CH2:82][O:81][CH2:80]C1. The catalyst is C1(C)C=CC=CC=1.C(OCC)(=O)C.O. The product is [OH:62][C:63]1[N:13]([C:14]2[CH:19]=[CH:83][C:82]([O:81][CH3:80])=[C:16]([N:22]([CH3:26])[CH2:23][CH2:24][CH3:25])[CH:15]=2)[C:11]([C:10]2[CH:27]=[C:28]([CH:39]([CH3:40])[CH3:41])[C:29]([OH:31])=[CH:30][C:9]=2[OH:8])=[N:64][N:65]=1. The yield is 0.330. (3) The yield is 0.951. The reactants are C(OC)(=O)/C=C/CCC(OC)=O.[C:13]([CH:18]1[CH:22]([CH:23]=[CH2:24])[CH2:21][CH2:20][C:19]1=[O:25])([O:15][CH2:16]C)=[O:14].C(OC)(=O)C=C. The product is [CH2:23]([CH:22]1[CH2:21][CH2:20][C:19](=[O:25])[CH:18]1[C:13]([O:15][CH3:16])=[O:14])[CH3:24]. The catalyst is C1COCC1.[Cu]Cl. (4) The reactants are [C:1](=O)([O-])[O-].[K+].[K+].[NH:7]1[CH:11]=[CH:10][C:9]([C:12]([OH:14])=[O:13])=[CH:8]1.CI. The product is [NH:7]1[CH:11]=[CH:10][C:9]([C:12]([O:14][CH3:1])=[O:13])=[CH:8]1. The yield is 0.300. The catalyst is CN(C=O)C.O. (5) The reactants are [OH-].[K+].[C:3]([O:7][CH:8]([C:14]1[C:18]([C:19]2[CH:20]=[CH:21][C:22]3[O:27][CH2:26][CH2:25][CH2:24][C:23]=3[CH:28]=2)=[C:17]([C:29]2[CH:34]=[CH:33][C:32]([O:35][CH3:36])=[CH:31][CH:30]=2)[S:16][C:15]=1[CH3:37])[C:9]([O:11]CC)=[O:10])([CH3:6])([CH3:5])[CH3:4]. The catalyst is O1CCCC1. The product is [C:3]([O:7][CH:8]([C:14]1[C:18]([C:19]2[CH:20]=[CH:21][C:22]3[O:27][CH2:26][CH2:25][CH2:24][C:23]=3[CH:28]=2)=[C:17]([C:29]2[CH:34]=[CH:33][C:32]([O:35][CH3:36])=[CH:31][CH:30]=2)[S:16][C:15]=1[CH3:37])[C:9]([OH:11])=[O:10])([CH3:6])([CH3:5])[CH3:4]. The yield is 0.380. (6) The reactants are C([N:8]1[CH2:13][CH2:12][C@@H:11]([C:14]2[CH:19]=[CH:18][C:17]([O:20][CH3:21])=[CH:16][CH:15]=2)[C@H:10]([OH:22])[CH2:9]1)C1C=CC=CC=1. The catalyst is CO.[Pd]. The product is [CH3:21][O:20][C:17]1[CH:16]=[CH:15][C:14]([C@@H:11]2[CH2:12][CH2:13][NH:8][CH2:9][C@H:10]2[OH:22])=[CH:19][CH:18]=1. The yield is 0.810. (7) The reactants are [NH2:1][C:2]1[CH:7]=[CH:6][CH:5]=[CH:4][CH:3]=1.C(N(CC)CC)C.[C:15]([C:19]1[S:20][CH:21]=[CH:22][C:23]=1[S:24](Cl)(=[O:26])=[O:25])([O:17][CH3:18])=[O:16]. The catalyst is C1COCC1. The product is [CH3:18][O:17][C:15]([C:19]1[S:20][CH:21]=[CH:22][C:23]=1[S:24](=[O:26])(=[O:25])[NH:1][C:2]1[CH:7]=[CH:6][CH:5]=[CH:4][CH:3]=1)=[O:16]. The yield is 0.880. (8) The reactants are C(OC([N:8]1[CH2:13][CH2:12][CH2:11][CH:10]([CH2:14][NH:15][C@:16]23[CH2:50][CH2:49][C@@H:48]([C:51]([CH3:53])=[CH2:52])[C@@H:17]2[C@@H:18]2[C@@:31]([CH3:34])([CH2:32][CH2:33]3)[C@@:30]3([CH3:35])[C@@H:21]([C@:22]4([CH3:47])[C@@H:27]([CH2:28][CH2:29]3)[C:26]([CH3:37])([CH3:36])[C:25]([C:38]3[CH:46]=[CH:45][C:41]([C:42]([OH:44])=[O:43])=[CH:40][CH:39]=3)=[CH:24][CH2:23]4)[CH2:20][CH2:19]2)[CH2:9]1)=O)(C)(C)C.C(O)(C(F)(F)F)=O. The catalyst is ClCCl. The product is [CH3:34][C@:31]12[C@@:30]3([CH3:35])[C@@H:21]([C@:22]4([CH3:47])[C@@H:27]([CH2:28][CH2:29]3)[C:26]([CH3:36])([CH3:37])[C:25]([C:38]3[CH:46]=[CH:45][C:41]([C:42]([OH:44])=[O:43])=[CH:40][CH:39]=3)=[CH:24][CH2:23]4)[CH2:20][CH2:19][C@@H:18]1[C@H:17]1[C@H:48]([C:51]([CH3:53])=[CH2:52])[CH2:49][CH2:50][C@:16]1([NH:15][CH2:14][CH:10]1[CH2:11][CH2:12][CH2:13][NH:8][CH2:9]1)[CH2:33][CH2:32]2. The yield is 0.810.